Dataset: Forward reaction prediction with 1.9M reactions from USPTO patents (1976-2016). Task: Predict the product of the given reaction. (1) The product is: [F:1][C:2]1[CH:7]=[CH:6][C:5](/[CH:8]=[CH:9]/[C:10]([OH:12])=[O:11])=[CH:4][C:3]=1[NH:15][C:16]([C:18]1[C:27]2[C:22](=[CH:23][CH:24]=[CH:25][CH:26]=2)[CH:21]=[C:20]([C:28]2[CH:33]=[CH:32][CH:31]=[CH:30][C:29]=2[CH2:34][OH:35])[CH:19]=1)=[O:17]. Given the reactants [F:1][C:2]1[CH:7]=[CH:6][C:5](/[CH:8]=[CH:9]/[C:10]([O:12]CC)=[O:11])=[CH:4][C:3]=1[NH:15][C:16]([C:18]1[C:27]2[C:22](=[CH:23][CH:24]=[CH:25][CH:26]=2)[CH:21]=[C:20]([C:28]2[CH:33]=[CH:32][CH:31]=[CH:30][C:29]=2[CH2:34][OH:35])[CH:19]=1)=[O:17].O[Li].O, predict the reaction product. (2) Given the reactants [F:1][C:2]1[CH:7]=[CH:6][C:5](I)=[CH:4][N:3]=1.[CH:9]1(B(O)O)[CH2:11][CH2:10]1.P([O-])([O-])([O-])=O.[K+].[K+].[K+].C1(C)C=CC=CC=1.O, predict the reaction product. The product is: [CH:9]1([C:5]2[CH:6]=[CH:7][C:2]([F:1])=[N:3][CH:4]=2)[CH2:11][CH2:10]1. (3) Given the reactants [N:1]([CH2:4][C:5]([N:7]1[CH2:12][CH2:11][O:10][CH:9]([C:13]([O:15][CH2:16][C:17]2[CH:22]=[CH:21][CH:20]=[CH:19][CH:18]=2)=[O:14])[CH2:8]1)=[O:6])=[N+:2]=[N-:3].O.O=[C:25]1O[C@H:30]([C@H:32](CO)O)[C:28]([O-])=[C:26]1O.[Na+].C#CCCC, predict the reaction product. The product is: [CH2:28]([C:26]1[N:3]=[N:2][N:1]([CH2:4][C:5]([N:7]2[CH2:12][CH2:11][O:10][CH:9]([C:13]([O:15][CH2:16][C:17]3[CH:22]=[CH:21][CH:20]=[CH:19][CH:18]=3)=[O:14])[CH2:8]2)=[O:6])[CH:25]=1)[CH2:30][CH3:32]. (4) Given the reactants [Cl:1][C:2]1[CH:3]=[C:4]([NH:25][S:26]([C:29]2[CH:34]=[CH:33][C:32]([Cl:35])=[C:31]([C:36]([F:39])([F:38])[F:37])[CH:30]=2)(=[O:28])=[O:27])[C:5]([C:8]([C:10]2[C:15]([O:16][CH3:17])=[CH:14][CH:13]=[CH:12][C:11]=2[NH:18]C(=O)C(C)(C)C)=[O:9])=[N:6][CH:7]=1.C([O-])(O)=O.[Na+], predict the reaction product. The product is: [NH2:18][C:11]1[CH:12]=[CH:13][CH:14]=[C:15]([O:16][CH3:17])[C:10]=1[C:8]([C:5]1[C:4]([NH:25][S:26]([C:29]2[CH:34]=[CH:33][C:32]([Cl:35])=[C:31]([C:36]([F:39])([F:38])[F:37])[CH:30]=2)(=[O:28])=[O:27])=[CH:3][C:2]([Cl:1])=[CH:7][N:6]=1)=[O:9]. (5) Given the reactants [CH3:1][O:2][C:3](=[O:14])[C:4]1[CH:9]=[CH:8][C:7]([N+:10]([O-:12])=[O:11])=[C:6]([OH:13])[CH:5]=1.C(=O)([O-])[O-].[K+].[K+].[CH2:21](Br)[CH:22]=[CH2:23], predict the reaction product. The product is: [CH3:1][O:2][C:3](=[O:14])[C:4]1[CH:9]=[CH:8][C:7]([N+:10]([O-:12])=[O:11])=[C:6]([O:13][CH2:23][CH:22]=[CH2:21])[CH:5]=1. (6) Given the reactants [NH2:1][C@@H:2]1[CH2:7][CH2:6][CH2:5][N:4]([C:8]2[N:13]([CH2:14][C:15]3[CH:20]=[C:19](F)[CH:18]=[CH:17][C:16]=3[Br:22])[C:12](=[O:23])[N:11]([CH3:24])[C:10](=[O:25])[CH:9]=2)[CH2:3]1.BrC1C=CC=CC=1CBr, predict the reaction product. The product is: [NH2:1][C@@H:2]1[CH2:7][CH2:6][CH2:5][N:4]([C:8]2[N:13]([CH2:14][C:15]3[CH:20]=[CH:19][CH:18]=[CH:17][C:16]=3[Br:22])[C:12](=[O:23])[N:11]([CH3:24])[C:10](=[O:25])[CH:9]=2)[CH2:3]1. (7) Given the reactants [H-].[Al+3].[Li+].[H-].[H-].[H-].[Br:7][C:8](=[CH2:19])[CH2:9][CH:10]([C:15](OC)=[O:16])[C:11](OC)=[O:12].C([O-])(=O)CC([O-])=O, predict the reaction product. The product is: [Br:7][C:8](=[CH2:19])[CH2:9][CH:10]([CH2:15][OH:16])[CH2:11][OH:12].